From a dataset of Forward reaction prediction with 1.9M reactions from USPTO patents (1976-2016). Predict the product of the given reaction. (1) Given the reactants Cl.[CH2:2]([O:4][C:5](=[O:9])[CH2:6][NH:7][CH3:8])[CH3:3].[CH2:10]([O:12][C:13]([C:15]1[N:16]([C:36]2[CH:41]=[CH:40][C:39]([O:42][CH:43]([CH3:45])[CH3:44])=[CH:38][CH:37]=2)[C:17]2[C:22]([C:23]=1C=O)=[CH:21][C:20]([C:26]1[CH:31]=[CH:30][C:29]([C:32]([CH3:35])([CH3:34])[CH3:33])=[CH:28][CH:27]=1)=[CH:19][CH:18]=2)=[O:14])[CH3:11].[BH3-][C:47]#N.[Na+].O, predict the reaction product. The product is: [CH2:10]([O:12][C:13]([C:15]1[N:16]([C:36]2[CH:41]=[CH:40][C:39]([O:42][CH:43]([CH3:45])[CH3:44])=[CH:38][CH:37]=2)[C:17]2[C:22]([C:23]=1[CH2:8][N:7]([CH2:6][C:5]([O:4][CH2:2][CH3:3])=[O:9])[CH3:47])=[CH:21][C:20]([C:26]1[CH:31]=[CH:30][C:29]([C:32]([CH3:35])([CH3:33])[CH3:34])=[CH:28][CH:27]=1)=[CH:19][CH:18]=2)=[O:14])[CH3:11]. (2) Given the reactants FC(F)(F)S(O[C:7]1[CH:24]=[CH:23][C:10]2[CH2:11][CH2:12][N:13]([C:16]([O:18][C:19]([CH3:22])([CH3:21])[CH3:20])=[O:17])[CH2:14][CH2:15][C:9]=2[CH:8]=1)(=O)=O.C1(P(C2C=CC=CC=2)CCCP(C2C=CC=CC=2)C2C=CC=CC=2)C=CC=CC=1.C(N(CC)CC)C, predict the reaction product. The product is: [CH2:11]1[C:10]2[CH:23]=[CH:24][C:7]([C:16]([O:18][CH3:19])=[O:17])=[CH:8][C:9]=2[CH2:15][CH2:14][N:13]([C:16]([O:18][C:19]([CH3:22])([CH3:21])[CH3:20])=[O:17])[CH2:12]1. (3) Given the reactants [H-].[Na+].[CH2:3]([OH:8])[CH2:4][CH2:5][CH2:6][CH3:7].F[C:10]1[CH:15]=[CH:14][C:13]([N+:16]([O-:18])=[O:17])=[CH:12][C:11]=1[C:19]([F:22])([F:21])[F:20], predict the reaction product. The product is: [N+:16]([C:13]1[CH:14]=[CH:15][C:10]([O:8][CH2:3][CH2:4][CH2:5][CH2:6][CH3:7])=[C:11]([C:19]([F:22])([F:21])[F:20])[CH:12]=1)([O-:18])=[O:17]. (4) Given the reactants C(OC(=O)[NH:7][CH2:8][C@H:9]1[CH2:14][CH2:13][C@H:12]([CH2:15][NH:16][C:17](=[O:32])[C:18]2[CH:23]=[C:22]([C:24]([F:27])([F:26])[F:25])[CH:21]=[C:20]([C:28]([F:31])([F:30])[F:29])[CH:19]=2)[CH2:11][CH2:10]1)(C)(C)C.FC(F)(F)C(O)=O, predict the reaction product. The product is: [NH2:7][CH2:8][C@H:9]1[CH2:10][CH2:11][C@H:12]([CH2:15][NH:16][C:17](=[O:32])[C:18]2[CH:23]=[C:22]([C:24]([F:26])([F:27])[F:25])[CH:21]=[C:20]([C:28]([F:29])([F:30])[F:31])[CH:19]=2)[CH2:13][CH2:14]1.